This data is from TCR-epitope binding with 47,182 pairs between 192 epitopes and 23,139 TCRs. The task is: Binary Classification. Given a T-cell receptor sequence (or CDR3 region) and an epitope sequence, predict whether binding occurs between them. The epitope is ITEEVGHTDLMAAY. The TCR CDR3 sequence is CSVGQGIDTQYF. Result: 0 (the TCR does not bind to the epitope).